Predict which catalyst facilitates the given reaction. From a dataset of Catalyst prediction with 721,799 reactions and 888 catalyst types from USPTO. (1) Reactant: [Br:1][C:2]1[CH:3]=[CH:4][C:5]([OH:10])=[C:6]([CH:9]=1)[CH:7]=O.[C:11]([O:15][C:16]([CH3:19])([CH3:18])[CH3:17])(=[O:14])[NH:12][NH2:13].C(O)(=O)C.C(O[BH-](OC(=O)C)OC(=O)C)(=O)C.[Na+].Cl. Product: [Br:1][C:2]1[CH:3]=[CH:4][C:5]([OH:10])=[C:6]([CH2:7][NH:13][NH:12][C:11]([O:15][C:16]([CH3:19])([CH3:18])[CH3:17])=[O:14])[CH:9]=1. The catalyst class is: 46. (2) Reactant: [CH3:1][N:2]([CH3:11])[C:3]1[CH:10]=[CH:9][C:6]([CH:7]=O)=[CH:5][CH:4]=1.[C:12]1([CH2:18][C:19]([NH2:21])=[O:20])[CH:17]=[CH:16][CH:15]=[CH:14][CH:13]=1.C[Si](Cl)(C)C. Product: [CH3:1][N:2]([CH3:11])[C:3]1[CH:10]=[CH:9][C:6]([CH:7]([NH:21][C:19](=[O:20])[CH2:18][C:12]2[CH:17]=[CH:16][CH:15]=[CH:14][CH:13]=2)[NH:21][C:19](=[O:20])[CH2:18][C:12]2[CH:17]=[CH:16][CH:15]=[CH:14][CH:13]=2)=[CH:5][CH:4]=1. The catalyst class is: 26. (3) The catalyst class is: 44. Reactant: [N:1]1([CH2:7][C:8]2[NH:9][C:10]3[CH:16]=[CH:15][CH:14]=[CH:13][C:11]=3[N:12]=2)[CH2:6][CH2:5][CH2:4][CH2:3][CH2:2]1.C([O-])([O-])=O.[K+].[K+].[CH3:23][C:24]1[CH:33]=[CH:32][CH:31]=[C:30]([CH3:34])[C:25]=1[O:26][CH2:27][CH2:28]Br. Product: [CH3:23][C:24]1[CH:33]=[CH:32][CH:31]=[C:30]([CH3:34])[C:25]=1[O:26][CH2:27][CH2:28][N:12]1[C:11]2[CH:13]=[CH:14][CH:15]=[CH:16][C:10]=2[N:9]=[C:8]1[CH2:7][N:1]1[CH2:6][CH2:5][CH2:4][CH2:3][CH2:2]1. (4) Reactant: [Cl:1][C:2]1[CH:7]=[CH:6][CH:5]=[C:4]([Cl:8])[C:3]=1[SH:9].O[CH2:11][C:12]1[C:16]([C:17]([O:19][CH3:20])=[O:18])=[C:15]([CH:21]([CH3:23])[CH3:22])[O:14][N:13]=1.C1(P(C2C=CC=CC=2)C2C=CC=CC=2)C=CC=CC=1.N(C(OC(C)(C)C)=O)=NC(OC(C)(C)C)=O. Product: [Cl:1][C:2]1[CH:7]=[CH:6][CH:5]=[C:4]([Cl:8])[C:3]=1[S:9][CH2:11][C:12]1[C:16]([C:17]([O:19][CH3:20])=[O:18])=[C:15]([CH:21]([CH3:23])[CH3:22])[O:14][N:13]=1. The catalyst class is: 4.